This data is from Full USPTO retrosynthesis dataset with 1.9M reactions from patents (1976-2016). The task is: Predict the reactants needed to synthesize the given product. (1) The reactants are: [O:1]1[CH2:5][CH2:4][O:3][CH:2]1[C:6]1[S:7][C:8]([C:11](=[O:15])[CH2:12][O:13][CH3:14])=[CH:9][N:10]=1.O1CCCC1.C(O)C.[BH4-].[Na+]. Given the product [O:3]1[CH2:4][CH2:5][O:1][CH:2]1[C:6]1[S:7][C:8]([CH:11]([OH:15])[CH2:12][O:13][CH3:14])=[CH:9][N:10]=1, predict the reactants needed to synthesize it. (2) Given the product [Si:17]([O:7][C@@H:6]1[C@@H:2]([F:1])[CH2:3][C@@H:4]([C:8]([O:10][CH2:11][CH3:12])=[O:9])[CH2:5]1)([C:14]([CH3:16])([CH3:15])[CH3:13])([CH3:19])[CH3:18], predict the reactants needed to synthesize it. The reactants are: [F:1][C@@H:2]1[C@@H:6]([OH:7])[CH2:5][C@H:4]([C:8]([O:10][CH2:11][CH3:12])=[O:9])[CH2:3]1.[CH3:13][C:14]([Si:17](Cl)([CH3:19])[CH3:18])([CH3:16])[CH3:15].N1C=CN=C1. (3) Given the product [NH:1]([C:8](=[O:32])[CH:9]([C:19]1[CH:20]=[CH:21][C:22]([C:23]([OH:25])=[O:24])=[CH:30][CH:31]=1)[C:10]([NH:12][C:13]1[CH:18]=[CH:17][CH:16]=[CH:15][CH:14]=1)=[O:11])[C:2]1[CH:3]=[CH:4][CH:5]=[CH:6][CH:7]=1, predict the reactants needed to synthesize it. The reactants are: [NH:1]([C:8](=[O:32])[CH:9]([C:19]1[CH:31]=[CH:30][C:22]([C:23]([O:25]C(C)(C)C)=[O:24])=[CH:21][CH:20]=1)[C:10]([NH:12][C:13]1[CH:18]=[CH:17][CH:16]=[CH:15][CH:14]=1)=[O:11])[C:2]1[CH:7]=[CH:6][CH:5]=[CH:4][CH:3]=1.FC(F)(F)C(O)=O. (4) Given the product [NH2:1][C:2]1[N:7]=[C:6]([C:8]2[NH:12][C:11]([C:19]3[CH:20]=[C:21]([C:24]#[N:25])[CH:22]=[CH:23][C:18]=3[Cl:17])=[C:10]([C:14]([NH2:16])=[O:15])[CH:9]=2)[CH:5]=[CH:4][N:3]=1, predict the reactants needed to synthesize it. The reactants are: [NH2:1][C:2]1[N:7]=[C:6]([C:8]2[NH:12][C:11](Br)=[C:10]([C:14]([NH2:16])=[O:15])[CH:9]=2)[CH:5]=[CH:4][N:3]=1.[Cl:17][C:18]1[CH:23]=[CH:22][C:21]([C:24]#[N:25])=[CH:20][C:19]=1B(O)O.C([O-])([O-])=O.[Na+].[Na+]. (5) Given the product [CH3:1][O:2][C:3]1[CH:12]=[C:11]2[C:6]([C:7]([NH:13][C:14]3[CH:19]=[C:18]([NH2:20])[CH:17]=[CH:16][C:15]=3[CH3:23])=[N:8][CH:9]=[N:10]2)=[CH:5][CH:4]=1, predict the reactants needed to synthesize it. The reactants are: [CH3:1][O:2][C:3]1[CH:12]=[C:11]2[C:6]([C:7]([NH:13][C:14]3[CH:19]=[C:18]([N+:20]([O-])=O)[CH:17]=[CH:16][C:15]=3[CH3:23])=[N:8][CH:9]=[N:10]2)=[CH:5][CH:4]=1. (6) Given the product [CH3:34][N:35]([CH3:36])[C:37]1[CH:7]=[C:4]([CH:3]=[CH:2][C:9]=1[N:10]1[C:14]2=[N:15][CH:16]=[CH:17][C:18]([I:19])=[C:13]2[C:12]([C:20]([F:23])([F:21])[F:22])=[N:11]1)[C:5]#[N:6], predict the reactants needed to synthesize it. The reactants are: N[C:2]1[CH:3]=[C:4]([CH:7]=C[C:9]=1[N:10]1[C:14]2=[N:15][CH:16]=[CH:17][C:18]([I:19])=[C:13]2[C:12]([C:20]([F:23])([F:22])[F:21])=[N:11]1)[C:5]#[N:6].IC.[H-].[Na+].C(OCC)(=O)C.[CH3:34][N:35]([CH:37]=O)[CH3:36].